Predict the product of the given reaction. From a dataset of Forward reaction prediction with 1.9M reactions from USPTO patents (1976-2016). (1) Given the reactants [C:1]([O:5][C:6]([N:8]1[CH2:13][CH2:12][CH:11]([CH2:14][CH2:15][CH2:16][P:17]([O:22][CH2:23][CH3:24])([O:19][CH2:20][CH3:21])=[O:18])[CH2:10][CH2:9]1)=[O:7])([CH3:4])([CH3:3])[CH3:2].C([Li])CCC.[Cl:30][C:31]1[CH:32]=[C:33]([CH:36]=[CH:37][C:38]=1[S:39][CH3:40])[CH:34]=[O:35], predict the reaction product. The product is: [C:1]([O:5][C:6]([N:8]1[CH2:9][CH2:10][CH:11]([CH2:14][CH2:15][CH:16]([P:17]([O:19][CH2:20][CH3:21])([O:22][CH2:23][CH3:24])=[O:18])[CH:34]([C:33]2[CH:36]=[CH:37][C:38]([S:39][CH3:40])=[C:31]([Cl:30])[CH:32]=2)[OH:35])[CH2:12][CH2:13]1)=[O:7])([CH3:2])([CH3:3])[CH3:4]. (2) Given the reactants Br[C:2]1([CH:9]=[CH:8][CH:7]=[CH:6][CH2:5]1)[CH:3]=[O:4].C(=O)([O-])[O-].[Na+].[Na+].[C:16]1(B(O)O)[C:25]2[C:20](=[CH:21][CH:22]=[CH:23][CH:24]=2)[CH:19]=[CH:18][CH:17]=1, predict the reaction product. The product is: [C:24]1([C:5]2[CH:6]=[CH:7][CH:8]=[CH:9][C:2]=2[CH:3]=[O:4])[C:25]2[C:20](=[CH:19][CH:18]=[CH:17][CH:16]=2)[CH:21]=[CH:22][CH:23]=1.